Dataset: Reaction yield outcomes from USPTO patents with 853,638 reactions. Task: Predict the reaction yield, written as a fraction of the theoretical maximum amount of product (1.0 means a 100% yield; for example, 0.34 means a 34% yield). (1) The reactants are [CH3:1][C:2]1[O:3][C:4]2[C:13]3[C:12](=[CH:14][CH2:15][NH:16][C:17](=[O:19])[CH3:18])[CH2:11][CH2:10][C:9]=3[CH:8]=[CH:7][C:5]=2[N:6]=1. The catalyst is CO.[C].[Pd]. The product is [CH3:1][C:2]1[O:3][C:4]2[C:13]3[CH:12]([CH2:14][CH2:15][NH:16][C:17](=[O:19])[CH3:18])[CH2:11][CH2:10][C:9]=3[CH:8]=[CH:7][C:5]=2[N:6]=1. The yield is 0.890. (2) The reactants are [Cl-].[Al+3].[Cl-].[Cl-].[H-].[Al+3].[Li+].[H-].[H-].[H-].[CH:11]([C:14]1[CH:19]=[CH:18][C:17]([CH:20]2[C:24]3[C:25]([CH3:43])=[C:26]([NH:31][C:32](=O)[CH2:33][C:34]4[CH:39]=[CH:38][C:37]([O:40][CH3:41])=[CH:36][CH:35]=4)[C:27]([CH3:30])=[C:28]([CH3:29])[C:23]=3[O:22][C:21]2([CH3:45])[CH3:44])=[CH:16][CH:15]=1)([CH3:13])[CH3:12].[OH-].[Na+]. The catalyst is C1COCC1. The product is [CH:11]([C:14]1[CH:15]=[CH:16][C:17]([CH:20]2[C:24]3[C:25]([CH3:43])=[C:26]([NH:31][CH2:32][CH2:33][C:34]4[CH:35]=[CH:36][C:37]([O:40][CH3:41])=[CH:38][CH:39]=4)[C:27]([CH3:30])=[C:28]([CH3:29])[C:23]=3[O:22][C:21]2([CH3:45])[CH3:44])=[CH:18][CH:19]=1)([CH3:13])[CH3:12]. The yield is 0.430. (3) The reactants are Br[C:2]1[CH:19]=[C:18]([Cl:20])[C:5]([CH2:6][N:7]2[CH2:11][CH2:10][C:9]3([CH2:16][CH2:15][CH2:14][CH2:13][CH2:12]3)[C:8]2=[O:17])=[C:4]([Cl:21])[CH:3]=1.[F:22][C:23]1[CH:28]=[CH:27][C:26](B(O)O)=[CH:25][CH:24]=1. The catalyst is C1(C)C=CC=CC=1.C(=O)([O-])[O-].[Na+].[Na+].C(OCC)(=O)C.C1C=CC([P]([Pd]([P](C2C=CC=CC=2)(C2C=CC=CC=2)C2C=CC=CC=2)([P](C2C=CC=CC=2)(C2C=CC=CC=2)C2C=CC=CC=2)[P](C2C=CC=CC=2)(C2C=CC=CC=2)C2C=CC=CC=2)(C2C=CC=CC=2)C2C=CC=CC=2)=CC=1. The product is [Cl:21][C:4]1[CH:3]=[C:2]([C:26]2[CH:27]=[CH:28][C:23]([F:22])=[CH:24][CH:25]=2)[CH:19]=[C:18]([Cl:20])[C:5]=1[CH2:6][N:7]1[CH2:11][CH2:10][C:9]2([CH2:16][CH2:15][CH2:14][CH2:13][CH2:12]2)[C:8]1=[O:17]. The yield is 1.00. (4) The reactants are C(OC(=O)[NH:7][CH2:8][C:9]1[CH:14]=[CH:13][C:12]([C:15]([N:17]2[CH2:26][C:25]3[CH:24]=[N:23][N:22]([CH3:27])[C:21]=3[NH:20][C:19]3[CH:28]=[C:29]([Cl:32])[CH:30]=[CH:31][C:18]2=3)=[O:16])=[CH:11][C:10]=1[F:33])(C)(C)C.C1C(N=NC2C(=O)N(C3C=CC(S([O-])(=O)=O)=CC=3)N=C2C([O-])=O)=CC=C(S([O-])(=O)=O)C=1.[Na+].[Na+].[Na+].N1CCCC(=O)C2C=CC=CC1=2.Cl.O1CCOCC1. No catalyst specified. The product is [ClH:32].[NH2:7][CH2:8][C:9]1[CH:14]=[CH:13][C:12]([C:15]([N:17]2[CH2:26][C:25]3[CH:24]=[N:23][N:22]([CH3:27])[C:21]=3[NH:20][C:19]3[CH:28]=[C:29]([Cl:32])[CH:30]=[CH:31][C:18]2=3)=[O:16])=[CH:11][C:10]=1[F:33]. The yield is 1.00.